This data is from Aqueous solubility values for 9,982 compounds from the AqSolDB database. The task is: Regression/Classification. Given a drug SMILES string, predict its absorption, distribution, metabolism, or excretion properties. Task type varies by dataset: regression for continuous measurements (e.g., permeability, clearance, half-life) or binary classification for categorical outcomes (e.g., BBB penetration, CYP inhibition). For this dataset (solubility_aqsoldb), we predict Y. (1) The compound is O=C(O)c1occ(Cl)c1Cl. The Y is -1.83 log mol/L. (2) The molecule is CN(C)Cc1cc(C(C)(C)C)c(O)c(C(C)(C)C)c1. The Y is -2.71 log mol/L. (3) The drug is CC(CCC(=O)O)C(=O)O. The Y is 0.835 log mol/L.